Dataset: Reaction yield outcomes from USPTO patents with 853,638 reactions. Task: Predict the reaction yield, written as a fraction of the theoretical maximum amount of product (1.0 means a 100% yield; for example, 0.34 means a 34% yield). (1) The reactants are Br[C:2]1[CH:3]=[N:4][CH:5]=[CH:6][CH:7]=1.[Li]CCCC.B(OC)(OC)OC.Br[C:21]1[CH:39]=[CH:38][C:24]([C:25]([CH2:27][CH2:28][CH2:29][CH2:30][CH2:31][CH2:32][C:33]([O:35][CH2:36][CH3:37])=[O:34])=[O:26])=[CH:23][CH:22]=1. The product is [CH2:36]([O:35][C:33](=[O:34])[CH2:32][CH2:31][CH2:30][CH2:29][CH2:28][CH2:27][C:25](=[O:26])[C:24]1[CH:23]=[CH:22][C:21]([C:2]2[CH:3]=[N:4][CH:5]=[CH:6][CH:7]=2)=[CH:39][CH:38]=1)[CH3:37]. The yield is 0.250. The catalyst is C(OCC)C.C1COCC1.O.C1C=CC([P]([Pd]([P](C2C=CC=CC=2)(C2C=CC=CC=2)C2C=CC=CC=2)([P](C2C=CC=CC=2)(C2C=CC=CC=2)C2C=CC=CC=2)[P](C2C=CC=CC=2)(C2C=CC=CC=2)C2C=CC=CC=2)(C2C=CC=CC=2)C2C=CC=CC=2)=CC=1. (2) The reactants are Cl[C:2]1[N:7]=[CH:6][N:5]=[C:4]([N:8]([CH3:32])[C:9]([N:11]([C:20]2[C:25]([Cl:26])=[C:24]([O:27][CH3:28])[CH:23]=[C:22]([O:29][CH3:30])[C:21]=2[Cl:31])[CH2:12][O:13][CH2:14][CH2:15][Si:16]([CH3:19])([CH3:18])[CH3:17])=[O:10])[CH:3]=1.[NH2:33][C:34]1[CH:39]=[CH:38][C:37]([N:40]2[CH2:45][CH2:44][N:43]([C:46]([O:48][C:49]([CH3:52])([CH3:51])[CH3:50])=[O:47])[CH2:42][CH2:41]2)=[CH:36][C:35]=1[N+:53]([O-:55])=[O:54].CC(C1C=C(C(C)C)C(C2C(P(C3CCCCC3)C3CCCCC3)=C(OC)C=CC=2OC)=C(C(C)C)C=1)C.CC(C)([O-])C.[Na+]. The catalyst is C1C=CC(/C=C/C(/C=C/C2C=CC=CC=2)=O)=CC=1.C1C=CC(/C=C/C(/C=C/C2C=CC=CC=2)=O)=CC=1.C1C=CC(/C=C/C(/C=C/C2C=CC=CC=2)=O)=CC=1.[Pd].[Pd]. The product is [Cl:31][C:21]1[C:22]([O:29][CH3:30])=[CH:23][C:24]([O:27][CH3:28])=[C:25]([Cl:26])[C:20]=1[N:11]([CH2:12][O:13][CH2:14][CH2:15][Si:16]([CH3:17])([CH3:19])[CH3:18])[C:9](=[O:10])[N:8]([C:4]1[N:5]=[CH:6][N:7]=[C:2]([NH:33][C:34]2[CH:39]=[CH:38][C:37]([N:40]3[CH2:41][CH2:42][N:43]([C:46]([O:48][C:49]([CH3:52])([CH3:50])[CH3:51])=[O:47])[CH2:44][CH2:45]3)=[CH:36][C:35]=2[N+:53]([O-:55])=[O:54])[CH:3]=1)[CH3:32]. The yield is 0.450.